This data is from Forward reaction prediction with 1.9M reactions from USPTO patents (1976-2016). The task is: Predict the product of the given reaction. (1) Given the reactants [ClH:1].[NH:2]1[C:6]2[CH:7]=[CH:8][CH:9]=[CH:10][C:5]=2[N:4]=[C:3]1[C@H:11]([NH2:21])[CH2:12][C:13]1[CH:18]=[CH:17][C:16]([O:19][CH3:20])=[CH:15][CH:14]=1.[F:22][C:23]1[CH:28]=[CH:27][C:26]([CH2:29][CH2:30][NH2:31])=[CH:25][CH:24]=1.[C:32](O)(C(F)(F)F)=[O:33], predict the reaction product. The product is: [ClH:1].[NH:2]1[C:6]2[CH:7]=[CH:8][CH:9]=[CH:10][C:5]=2[N:4]=[C:3]1[C@H:11]([NH:21][C:32]([NH:31][CH2:30][CH2:29][C:26]1[CH:27]=[CH:28][C:23]([F:22])=[CH:24][CH:25]=1)=[O:33])[CH2:12][C:13]1[CH:18]=[CH:17][C:16]([O:19][CH3:20])=[CH:15][CH:14]=1. (2) Given the reactants [F:1][C:2]1[CH:7]=[CH:6][C:5]([CH:8](O)[CH:9]([CH2:13][C:14]2[CH:19]=[CH:18][CH:17]=[C:16]([O:20][C:21]([F:26])([F:25])[CH:22]([F:24])[F:23])[N:15]=2)C(O)=O)=[CH:4][CH:3]=1.C1(P(N=[N+]=[N-])(C2C=CC=CC=2)=[O:35])C=CC=CC=1.C([N:47]([CH2:50]C)CC)C.[OH2:52], predict the reaction product. The product is: [F:1][C:2]1[CH:3]=[CH:4][C:5]([CH:8]2[O:52][C:50](=[O:35])[NH:47][CH:9]2[CH2:13][C:14]2[CH:19]=[CH:18][CH:17]=[C:16]([O:20][C:21]([F:25])([F:26])[CH:22]([F:23])[F:24])[N:15]=2)=[CH:6][CH:7]=1. (3) Given the reactants [CH2:1]([O:8][C:9]1[CH:18]=[C:17]2[C:12]([CH:13]=[C:14]([C:19]3([CH3:26])[NH:23]C(=O)N[C:20]3=[O:25])[CH:15]=[N:16]2)=[CH:11][CH:10]=1)[CH2:2][CH2:3][CH2:4][CH2:5][CH2:6][CH3:7].CC[OH:29].[OH-].[Na+].Cl, predict the reaction product. The product is: [NH2:23][C:19]([C:14]1[CH:15]=[N:16][C:17]2[C:12]([CH:13]=1)=[CH:11][CH:10]=[C:9]([O:8][CH2:1][CH2:2][CH2:3][CH2:4][CH2:5][CH2:6][CH3:7])[CH:18]=2)([CH3:26])[C:20]([OH:25])=[O:29]. (4) Given the reactants Cl.[CH3:2][O:3][C:4](=[O:11])[C@@H:5]1[CH2:9][C@@H:8]([OH:10])[CH2:7][NH:6]1.[CH:12]1[C:21]2[C:16](=[CH:17][CH:18]=[CH:19][CH:20]=2)[CH:15]=[CH:14][C:13]=1[S:22](Cl)(=[O:24])=[O:23].O, predict the reaction product. The product is: [CH3:2][O:3][C:4]([C@@H:5]1[CH2:9][C@@H:8]([OH:10])[CH2:7][N:6]1[S:22]([C:13]1[CH:14]=[CH:15][C:16]2[C:21](=[CH:20][CH:19]=[CH:18][CH:17]=2)[CH:12]=1)(=[O:24])=[O:23])=[O:11]. (5) Given the reactants [NH2:1][C:2]1[CH:3]=[C:4]2[C:8](=[CH:9][CH:10]=1)[NH:7][N:6]=[CH:5]2.[Cl:11][CH2:12][C:13](Cl)=[O:14], predict the reaction product. The product is: [Cl:11][CH2:12][C:13]([NH:1][C:2]1[CH:3]=[C:4]2[C:8](=[CH:9][CH:10]=1)[NH:7][N:6]=[CH:5]2)=[O:14]. (6) Given the reactants [C:1]([O:5][C:6]([N:8]([CH2:13][C:14]1[CH:15]=[CH:16][C:17]([C:20]2[S:28][C:27]3[C:22](=[N:23][CH:24]=[CH:25][C:26]=3[O:29][C:30]3[CH:35]=[CH:34][C:33]([NH:36][CH:37]([CH:42]([C:48]([O:50]CC)=[O:49])[C:43]([O:45]CC)=[O:44])[C:38]([F:41])([F:40])[F:39])=[CH:32][C:31]=3[F:53])[CH:21]=2)=[N:18][CH:19]=1)[CH2:9][CH2:10][O:11][CH3:12])=[O:7])([CH3:4])([CH3:3])[CH3:2], predict the reaction product. The product is: [C:1]([O:5][C:6]([N:8]([CH2:13][C:14]1[CH:15]=[CH:16][C:17]([C:20]2[S:28][C:27]3[C:22](=[N:23][CH:24]=[CH:25][C:26]=3[O:29][C:30]3[CH:35]=[CH:34][C:33]([NH:36][CH:37]([CH:42]([C:43]([OH:45])=[O:44])[C:48]([OH:50])=[O:49])[C:38]([F:41])([F:39])[F:40])=[CH:32][C:31]=3[F:53])[CH:21]=2)=[N:18][CH:19]=1)[CH2:9][CH2:10][O:11][CH3:12])=[O:7])([CH3:4])([CH3:2])[CH3:3].